This data is from Catalyst prediction with 721,799 reactions and 888 catalyst types from USPTO. The task is: Predict which catalyst facilitates the given reaction. (1) Reactant: [C:1]([C:3]([C:27]1[CH:32]=[CH:31][CH:30]=[CH:29][CH:28]=1)([C:21]1[CH:26]=[CH:25][CH:24]=[CH:23][CH:22]=1)[C@@H:4]1[CH2:8][CH2:7][N:6]([C:9](=O)[CH2:10][C:11]2[CH:12]=[CH:13][C:14]3[O:18][CH2:17][CH2:16][C:15]=3[CH:19]=2)[CH2:5]1)#[N:2].C1(C)C=CC=CC=1.[BH4-].[Na+].[B-](F)(F)(F)[O+]1CCCC1.N1CCNCC1. Product: [O:18]1[C:14]2[CH:13]=[CH:12][C:11]([CH2:10][CH2:9][N:6]3[CH2:7][CH2:8][C@@H:4]([C:3]([C:27]4[CH:32]=[CH:31][CH:30]=[CH:29][CH:28]=4)([C:21]4[CH:26]=[CH:25][CH:24]=[CH:23][CH:22]=4)[C:1]#[N:2])[CH2:5]3)=[CH:19][C:15]=2[CH2:16][CH2:17]1. The catalyst class is: 7. (2) Reactant: [C:1]([O:5][C:6]([N:8]1[CH2:13][CH2:12][N:11]([C:14]([O:16][C:17]([CH3:20])([CH3:19])[CH3:18])=[O:15])[CH2:10][C@@H:9]1[C:21]([OH:23])=O)=[O:7])([CH3:4])([CH3:3])[CH3:2].F[P-](F)(F)(F)(F)F.[N:31]1([O:40][C:41](N(C)C)=[N+](C)C)[C:35]2N=CC=CC=2N=N1.Cl.CNOC. The catalyst class is: 44. Product: [C:1]([O:5][C:6]([N:8]1[CH2:13][CH2:12][N:11]([C:14]([O:16][C:17]([CH3:18])([CH3:19])[CH3:20])=[O:15])[CH2:10][C@@H:9]1[C:21](=[O:23])[N:31]([O:40][CH3:41])[CH3:35])=[O:7])([CH3:3])([CH3:2])[CH3:4]. (3) The catalyst class is: 12. Reactant: [Cl:1][C:2]1[CH:7]=[C:6]([C:8]2[C:16]3[C:11](=[N:12][CH:13]=[C:14]([OH:17])[CH:15]=3)[N:10](S(C3C=CC=CC=3)(=O)=O)[CH:9]=2)[CH:5]=[C:4]([NH:27][CH:28]2[CH2:33][CH2:32][CH2:31][CH2:30][CH2:29]2)[N:3]=1.[OH-].[Na+]. Product: [Cl:1][C:2]1[CH:7]=[C:6]([C:8]2[C:16]3[C:11](=[N:12][CH:13]=[C:14]([OH:17])[CH:15]=3)[NH:10][CH:9]=2)[CH:5]=[C:4]([NH:27][CH:28]2[CH2:33][CH2:32][CH2:31][CH2:30][CH2:29]2)[N:3]=1. (4) Reactant: [C:1]([O:5][C:6]([NH:8][CH:9]([C:13]1[CH:18]=[CH:17][C:16]([C:19]([NH:21][C:22]2[CH:27]=[C:26]([C:28]3[S:29][CH:30]=[CH:31][CH:32]=3)[CH:25]=[CH:24][C:23]=2[NH:33][C:34]([O:36][C:37]([CH3:40])([CH3:39])[CH3:38])=[O:35])=[O:20])=[CH:15][CH:14]=1)[C:10]([OH:12])=O)=[O:7])([CH3:4])([CH3:3])[CH3:2].[Cl-].[NH4+].C1C=CC2N(O)N=[N:49]C=2C=1.CCN(C(C)C)C(C)C.C(Cl)CCl. Product: [NH2:49][C:10](=[O:12])[CH:9]([C:13]1[CH:14]=[CH:15][C:16]([C:19]([NH:21][C:22]2[CH:27]=[C:26]([C:28]3[S:29][CH:30]=[CH:31][CH:32]=3)[CH:25]=[CH:24][C:23]=2[NH:33][C:34](=[O:35])[O:36][C:37]([CH3:39])([CH3:40])[CH3:38])=[O:20])=[CH:17][CH:18]=1)[NH:8][C:6]([O:5][C:1]([CH3:4])([CH3:3])[CH3:2])=[O:7]. The catalyst class is: 31.